Dataset: Full USPTO retrosynthesis dataset with 1.9M reactions from patents (1976-2016). Task: Predict the reactants needed to synthesize the given product. (1) Given the product [CH:15]1([CH2:18][NH:19][CH:2]2[CH2:7][CH2:6][N:5]([C:8]([O:10][C:11]([CH3:14])([CH3:13])[CH3:12])=[O:9])[CH2:4][CH2:3]2)[CH2:17][CH2:16]1, predict the reactants needed to synthesize it. The reactants are: O=[C:2]1[CH2:7][CH2:6][N:5]([C:8]([O:10][C:11]([CH3:14])([CH3:13])[CH3:12])=[O:9])[CH2:4][CH2:3]1.[CH:15]1([CH2:18][NH2:19])[CH2:17][CH2:16]1.C([O-])(=O)C.[Na+].C(O)(=O)C.C(O[BH-](OC(=O)C)OC(=O)C)(=O)C.[Na+]. (2) Given the product [CH2:34]([N:3]([CH2:1][CH3:2])[C:4]([NH:6][C:7]1[C:8]([C:18]2[NH:22][C:21]3[CH:23]=[C:24]([N:28]4[CH2:29][CH2:30][O:31][CH2:32][CH2:33]4)[C:25]([F:27])=[CH:26][C:20]=3[N:19]=2)=[N:9][NH:10][CH:11]=1)=[O:5])[CH3:35], predict the reactants needed to synthesize it. The reactants are: [CH2:1]([N:3]([CH2:34][CH3:35])[C:4]([NH:6][C:7]1[C:8]([C:18]2[NH:22][C:21]3[CH:23]=[C:24]([N:28]4[CH2:33][CH2:32][O:31][CH2:30][CH2:29]4)[C:25]([F:27])=[CH:26][C:20]=3[N:19]=2)=[N:9][N:10](C2CCCCO2)[CH:11]=1)=[O:5])[CH3:2].FC(F)(F)C(O)=O. (3) Given the product [Cl:13][C:12]1[CH:11]=[CH:10][C:9]([C@H:14]([NH:17][S@@:18]([C:20]([CH3:22])([CH3:21])[CH3:23])=[O:19])[CH2:15][CH3:16])=[C:8]([F:24])[C:7]=1[O:6][C:5]1[CH:4]=[CH:3][C:2]([NH:1][C:36]([N:35]([CH3:39])[CH3:34])=[O:37])=[CH:26][CH:25]=1, predict the reactants needed to synthesize it. The reactants are: [NH2:1][C:2]1[CH:26]=[CH:25][C:5]([O:6][C:7]2[C:8]([F:24])=[C:9]([C@H:14]([NH:17][S@@:18]([C:20]([CH3:23])([CH3:22])[CH3:21])=[O:19])[CH2:15][CH3:16])[CH:10]=[CH:11][C:12]=2[Cl:13])=[CH:4][CH:3]=1.CCN(CC)CC.[CH3:34][N:35]([CH3:39])[C:36](Cl)=[O:37].O.